The task is: Predict the reaction yield, written as a fraction of the theoretical maximum amount of product (1.0 means a 100% yield; for example, 0.34 means a 34% yield).. This data is from Reaction yield outcomes from USPTO patents with 853,638 reactions. (1) The reactants are [CH3:1][O:2][C:3]1[CH:8]=[CH:7][CH:6]=[CH:5][C:4]=1B(O)O.[F-].[K+].Cl[C:15]1[CH:20]=[CH:19][C:18]([CH3:21])=[CH:17][CH:16]=1. The catalyst is C([O-])(=O)C.[Pd+2].C([O-])(=O)C.C(P(C(C)(C)C)C1C=CC=CC=1C1C=CC=CC=1)(C)(C)C.C1COCC1. The product is [CH3:1][O:2][C:3]1[CH:8]=[CH:7][CH:6]=[CH:5][C:4]=1[C:15]1[CH:20]=[CH:19][C:18]([CH3:21])=[CH:17][CH:16]=1. The yield is 0.950. (2) The reactants are [OH-].[Na+].[CH:3]1([C:6]([CH:58]2[CH2:60][CH2:59]2)([OH:57])[CH2:7][CH2:8][NH:9][C@:10]23[CH2:53][CH2:52][C@@H:51]([C:54]([CH3:56])=[CH2:55])[C@@H:11]2[C@@H:12]2[C@@:25]([CH3:28])([CH2:26][CH2:27]3)[C@@:24]3([CH3:29])[C@@H:15]([C@:16]4([CH3:50])[C@@H:21]([CH2:22][CH2:23]3)[C:20]([CH3:31])([CH3:30])[C:19]([C:32]3[CH2:37][CH2:36][C@@:35]([CH2:48][F:49])([C:38]([O:40]CC5C=CC=CC=5)=[O:39])[CH2:34][CH:33]=3)=[CH:18][CH2:17]4)[CH2:14][CH2:13]2)[CH2:5][CH2:4]1. The catalyst is O1CCOCC1.C(O)C. The product is [CH:58]1([C:6]([CH:3]2[CH2:4][CH2:5]2)([OH:57])[CH2:7][CH2:8][NH:9][C@:10]23[CH2:53][CH2:52][C@@H:51]([C:54]([CH3:56])=[CH2:55])[C@@H:11]2[C@@H:12]2[C@@:25]([CH3:28])([CH2:26][CH2:27]3)[C@@:24]3([CH3:29])[C@@H:15]([C@:16]4([CH3:50])[C@@H:21]([CH2:22][CH2:23]3)[C:20]([CH3:30])([CH3:31])[C:19]([C:32]3[CH2:37][CH2:36][C@@:35]([CH2:48][F:49])([C:38]([OH:40])=[O:39])[CH2:34][CH:33]=3)=[CH:18][CH2:17]4)[CH2:14][CH2:13]2)[CH2:60][CH2:59]1. The yield is 0.100. (3) The reactants are [N:1]12[CH2:8][CH2:7][CH:4]([CH2:5][CH2:6]1)[CH:3]([O:9][C:10](=[O:23])[NH:11][C:12]([C:15]1[CH:20]=[CH:19][C:18]([F:21])=[C:17](Br)[CH:16]=1)([CH3:14])[CH3:13])[CH2:2]2.[O:24]1[CH:28]=[CH:27][C:26](B(O)O)=[CH:25]1. The catalyst is C1C=CC(/C=C/C(/C=C/C2C=CC=CC=2)=O)=CC=1.C1C=CC(/C=C/C(/C=C/C2C=CC=CC=2)=O)=CC=1.C1C=CC(/C=C/C(/C=C/C2C=CC=CC=2)=O)=CC=1.[Pd].[Pd]. The product is [F:21][C:18]1[CH:19]=[CH:20][C:15]([C:12]([NH:11][C:10](=[O:23])[O:9][CH:3]2[CH:4]3[CH2:7][CH2:8][N:1]([CH2:6][CH2:5]3)[CH2:2]2)([CH3:14])[CH3:13])=[CH:16][C:17]=1[C:26]1[CH:27]=[CH:28][O:24][CH:25]=1. The yield is 0.440. (4) The reactants are [CH3:1][O:2][C:3]([CH:5]1[C:9]([NH:10][C:11]2[CH:16]=[CH:15][C:14]([I:17])=[CH:13][C:12]=2[F:18])=[CH:8][S:7][CH2:6]1)=[O:4].C1(Cl)C(=O)C(Cl)=C(Cl)C(=O)C=1Cl. The catalyst is C1(C)C=CC=CC=1. The product is [F:18][C:12]1[CH:13]=[C:14]([I:17])[CH:15]=[CH:16][C:11]=1[NH:10][C:9]1[C:5]([C:3]([O:2][CH3:1])=[O:4])=[CH:6][S:7][CH:8]=1. The yield is 0.495. (5) The reactants are [C:1]([C:3]1[C:7]([CH3:8])=[C:6]([CH3:9])[S:5][C:4]=1[NH:10][C:11]([NH:13]C(=O)C1C=CC=CC=1)=[S:12])#[N:2].[OH-].[Na+].[CH3:24]I. The catalyst is C(O)C. The product is [CH3:8][C:7]1[C:3]2[C:1]([NH2:2])=[N:13][C:11]([S:12][CH3:24])=[N:10][C:4]=2[S:5][C:6]=1[CH3:9]. The yield is 0.890.